Dataset: Full USPTO retrosynthesis dataset with 1.9M reactions from patents (1976-2016). Task: Predict the reactants needed to synthesize the given product. (1) Given the product [Cl:1][C:2]1[CH:7]=[CH:6][C:5]([F:8])=[CH:4][C:3]=1[C:9]1[N:10]=[C:11]2[NH:16][CH2:15][CH2:14][CH2:13][N:12]2[C:17]=1[C:18]1[N:22]([C:23]2[CH:28]=[CH:27][C:26]([Cl:29])=[CH:25][CH:24]=2)[N:21]=[N:20][N:19]=1, predict the reactants needed to synthesize it. The reactants are: [Cl:1][C:2]1[CH:7]=[CH:6][C:5]([F:8])=[CH:4][C:3]=1[C:9]1[N:10]=[C:11]2[N:16]=[CH:15][CH:14]=[CH:13][N:12]2[C:17]=1[C:18]1[N:22]([C:23]2[CH:28]=[CH:27][C:26]([Cl:29])=[CH:25][CH:24]=2)[N:21]=[N:20][N:19]=1.[H][H]. (2) Given the product [CH3:18][C:19]1[CH:25]=[CH:24][C:22]([NH2:23])=[CH:21][C:20]=1[C:2]1[N:7]=[N:6][C:5]([S:8]([CH3:11])(=[O:10])=[O:9])=[C:4]([N:12]2[CH2:17][CH2:16][O:15][CH2:14][CH2:13]2)[CH:3]=1, predict the reactants needed to synthesize it. The reactants are: Cl[C:2]1[N:7]=[N:6][C:5]([S:8]([CH3:11])(=[O:10])=[O:9])=[C:4]([N:12]2[CH2:17][CH2:16][O:15][CH2:14][CH2:13]2)[CH:3]=1.[CH3:18][C:19]1[CH:25]=[CH:24][C:22]([NH2:23])=[CH:21][C:20]=1B1OC(C)(C)C(C)(C)O1.C(=O)([O-])[O-].[Na+].[Na+]. (3) Given the product [NH2:8][C@@H:9]([C:20]1[CH:25]=[CH:24][C:23]([O:26][C:27]2[C:36]3[C:31](=[CH:32][C:33]([O:39][CH3:40])=[C:34]([O:37][CH3:38])[CH:35]=3)[N:30]=[CH:29][N:28]=2)=[CH:22][CH:21]=1)[C:10]([NH:12][C:13]1[S:14][C:15]([CH3:19])=[C:16]([CH3:18])[N:17]=1)=[O:11], predict the reactants needed to synthesize it. The reactants are: C(OC([NH:8][C@@H:9]([C:20]1[CH:25]=[CH:24][C:23]([O:26][C:27]2[C:36]3[C:31](=[CH:32][C:33]([O:39][CH3:40])=[C:34]([O:37][CH3:38])[CH:35]=3)[N:30]=[CH:29][N:28]=2)=[CH:22][CH:21]=1)[C:10]([NH:12][C:13]1[S:14][C:15]([CH3:19])=[C:16]([CH3:18])[N:17]=1)=[O:11])=O)(C)(C)C.FC(F)(F)C(O)=O.